From a dataset of Reaction yield outcomes from USPTO patents with 853,638 reactions. Predict the reaction yield, written as a fraction of the theoretical maximum amount of product (1.0 means a 100% yield; for example, 0.34 means a 34% yield). (1) The reactants are [CH:1]1([C:4]2[O:8][N:7]=[C:6]([C:9]3[C:14]([Cl:15])=[CH:13][CH:12]=[CH:11][C:10]=3[Cl:16])[C:5]=2[CH2:17]O)[CH2:3][CH2:2]1.C1(P(C2C=CC=CC=2)C2C=CC=CC=2)C=CC=CC=1.C(Br)(Br)(Br)[Br:39]. The catalyst is ClCCl. The product is [Br:39][CH2:17][C:5]1[C:6]([C:9]2[C:14]([Cl:15])=[CH:13][CH:12]=[CH:11][C:10]=2[Cl:16])=[N:7][O:8][C:4]=1[CH:1]1[CH2:3][CH2:2]1. The yield is 0.900. (2) The yield is 0.990. The product is [CH3:1][O:2][C:3]([C@:5]1([CH2:11][OH:12])[CH2:9][CH2:8][CH2:7][N:6]1[CH3:10])=[O:4]. The reactants are [CH3:1][O:2][C:3]([C@:5]1([CH2:11][O:12]CC2C=CC=CC=2)[CH2:9][CH2:8][CH2:7][N:6]1[CH3:10])=[O:4]. The catalyst is [OH-].[OH-].[Pd+2].C(O)(=O)C. (3) The reactants are [Br:1][C:2]1[N:6]2[CH2:7][CH2:8][N:9](C(OC(C)(C)C)=O)[C:10](=[O:11])[C:5]2=[N:4][N:3]=1.C(O)(C(F)(F)F)=O. The catalyst is C(Cl)Cl. The product is [Br:1][C:2]1[N:6]2[CH2:7][CH2:8][NH:9][C:10](=[O:11])[C:5]2=[N:4][N:3]=1. The yield is 0.870. (4) The reactants are Br[C:2]1[CH:24]=[CH:23][C:5]2[C:6]3[N:7]=[C:8]([C:14]([N:16]4[CH2:20][CH2:19][CH2:18][C@@H:17]4[CH2:21][OH:22])=[O:15])[S:9][C:10]=3[CH2:11][CH2:12][O:13][C:4]=2[CH:3]=1.CC1(C)C(C)(C)OB([C:33]2[CH:34]=[N:35][NH:36][CH:37]=2)O1.C(=O)(O)[O-].[Na+].O.C(#N)C. The catalyst is C(OCC)(=O)C.C1C=CC([P]([Pd]([P](C2C=CC=CC=2)(C2C=CC=CC=2)C2C=CC=CC=2)([P](C2C=CC=CC=2)(C2C=CC=CC=2)C2C=CC=CC=2)[P](C2C=CC=CC=2)(C2C=CC=CC=2)C2C=CC=CC=2)(C2C=CC=CC=2)C2C=CC=CC=2)=CC=1. The product is [OH:22][CH2:21][C@H:17]1[CH2:18][CH2:19][CH2:20][N:16]1[C:14]([C:8]1[S:9][C:10]2[CH2:11][CH2:12][O:13][C:4]3[CH:3]=[C:2]([C:33]4[CH:34]=[N:35][NH:36][CH:37]=4)[CH:24]=[CH:23][C:5]=3[C:6]=2[N:7]=1)=[O:15]. The yield is 0.170. (5) The reactants are [C:1]([C:5]1[O:9][N:8]=[C:7]([NH:10][C:11]([NH:13][C:14]2[CH:19]=[CH:18][CH:17]=[C:16]([SH:20])[CH:15]=2)=[O:12])[CH:6]=1)([CH3:4])([CH3:3])[CH3:2].Cl[C:22]1[C:31]2[C:26](=[CH:27][C:28]([O:34][CH2:35][CH3:36])=[C:29]([O:32][CH3:33])[CH:30]=2)[N:25]=[CH:24][N:23]=1.C([O-])([O-])=O.[Cs+].[Cs+]. The catalyst is C(O)(C)C. The product is [C:1]([C:5]1[O:9][N:8]=[C:7]([NH:10][C:11]([NH:13][C:14]2[CH:19]=[CH:18][CH:17]=[C:16]([S:20][C:22]3[C:31]4[C:26](=[CH:27][C:28]([O:34][CH2:35][CH3:36])=[C:29]([O:32][CH3:33])[CH:30]=4)[N:25]=[CH:24][N:23]=3)[CH:15]=2)=[O:12])[CH:6]=1)([CH3:4])([CH3:2])[CH3:3]. The yield is 0.480. (6) The reactants are S(Cl)(Cl)=O.[C:5]([C@H:8]1[C:17]2[C:12](=[CH:13][CH:14]=[CH:15][CH:16]=2)[C:11](=[O:18])[N:10]([CH2:19][CH2:20][CH2:21][Cl:22])[C@H:9]1[C:23]1[CH:28]=[CH:27][C:26]([O:29][CH3:30])=[CH:25][CH:24]=1)(O)=[O:6].[Cl-].[Al+3].[Cl-].[Cl-]. The catalyst is C1C=CC=CC=1. The product is [Cl:22][CH2:21][CH2:20][CH2:19][N:10]1[C:9]2[C:23]3[CH:28]=[CH:27][C:26]([O:29][CH3:30])=[CH:25][C:24]=3[C:5](=[O:6])[C:8]=2[C:17]2[C:12](=[CH:13][CH:14]=[CH:15][CH:16]=2)[C:11]1=[O:18]. The yield is 0.170. (7) The reactants are [CH3:1][C:2]1([CH3:14])[C:6]([CH3:8])([CH3:7])[O:5][B:4]([C:9]2[CH:10]=[N:11][NH:12][CH:13]=2)[O:3]1.C(=O)([O-])[O-].[Cs+].[Cs+].[CH3:21][C:22]1([CH3:25])[CH2:24][O:23]1. No catalyst specified. The product is [CH3:21][C:22]([OH:23])([CH3:25])[CH2:24][N:12]1[CH:13]=[C:9]([B:4]2[O:5][C:6]([CH3:7])([CH3:8])[C:2]([CH3:14])([CH3:1])[O:3]2)[CH:10]=[N:11]1. The yield is 0.900.